This data is from Full USPTO retrosynthesis dataset with 1.9M reactions from patents (1976-2016). The task is: Predict the reactants needed to synthesize the given product. (1) Given the product [Br:1][C:2]1[CH:3]=[CH:4][C:5]2[C:11]3[S:12][C:13]([C:15]([N:17]([C:19]4[CH:20]=[C:21]([C:22](=[O:23])[NH:60][CH2:61][C@H:62]([OH:64])[CH3:63])[CH:25]=[CH:26][C:27]=4[Cl:28])[CH3:18])=[O:16])=[CH:14][C:10]=3[CH2:9][CH2:8][O:7][C:6]=2[CH:29]=1, predict the reactants needed to synthesize it. The reactants are: [Br:1][C:2]1[CH:3]=[CH:4][C:5]2[C:11]3[S:12][C:13]([C:15]([N:17]([C:19]4[CH:20]=[C:21]([CH:25]=[CH:26][C:27]=4[Cl:28])[C:22](O)=[O:23])[CH3:18])=[O:16])=[CH:14][C:10]=3[CH2:9][CH2:8][O:7][C:6]=2[CH:29]=1.CCN=C=NCCCN(C)C.C1C=CC2N(O)N=NC=2C=1.CCN(C(C)C)C(C)C.[NH2:60][CH2:61][C@H:62]([OH:64])[CH3:63]. (2) The reactants are: CS(O[CH2:6][CH2:7][C:8]([CH3:23])([S:10]([C:13]1[CH:18]=[CH:17][CH:16]=[C:15]([C:19]([F:22])([F:21])[F:20])[CH:14]=1)(=[O:12])=[O:11])[CH3:9])(=O)=O.[N-:24]=[N+:25]=[N-:26].[Na+]. Given the product [N:24]([CH2:6][CH2:7][C:8]([S:10]([C:13]1[CH:18]=[CH:17][CH:16]=[C:15]([C:19]([F:22])([F:21])[F:20])[CH:14]=1)(=[O:12])=[O:11])([CH3:23])[CH3:9])=[N+:25]=[N-:26], predict the reactants needed to synthesize it.